Dataset: Forward reaction prediction with 1.9M reactions from USPTO patents (1976-2016). Task: Predict the product of the given reaction. (1) Given the reactants [OH:1][C@H:2]([CH2:6][C:7]([OH:9])=[O:8])[C:3]([OH:5])=O.[C:10](O[C:10]([C:12]([F:15])([F:14])[F:13])=[O:11])([C:12]([F:15])([F:14])[F:13])=[O:11], predict the reaction product. The product is: [F:13][C:12]([F:15])([F:14])[C:10]([O:1][C@@H:2]1[CH2:6][C:7](=[O:8])[O:9][C:3]1=[O:5])=[O:11]. (2) The product is: [Cl:1][C:2]1[N:7]=[C:6]([C:8]2[C:9]([C:17]3[CH:22]=[CH:21][C:20]([F:23])=[CH:19][CH:18]=3)=[N:10][N:11]3[C:16]=2[CH2:15][CH2:14][CH2:13][N:12]3[CH3:26])[CH:5]=[CH:4][N:3]=1. Given the reactants [Cl:1][C:2]1[N:7]=[C:6]([C:8]2[C:9]([C:17]3[CH:22]=[CH:21][C:20]([F:23])=[CH:19][CH:18]=3)=[N:10][N:11]3[C:16]=2[CH2:15][CH2:14][CH2:13][NH:12]3)[CH:5]=[CH:4][N:3]=1.IC.[C:26](=O)([O-])[O-].[K+].[K+], predict the reaction product. (3) The product is: [Cl:24][CH2:25][C:26]([CH3:31])([CH3:30])[C:27]([NH:1][C:2]1[C:3]([C:7]2[NH:23][C:10]3=[CH:11][C:12]4[C:13]([CH3:22])([CH3:21])[C:14](=[O:20])[N:15]([CH2:18][CH3:19])[C:16]=4[CH:17]=[C:9]3[N:8]=2)=[N:4][NH:5][CH:6]=1)=[O:28]. Given the reactants [NH2:1][C:2]1[C:3]([C:7]2[NH:23][C:10]3=[CH:11][C:12]4[C:13]([CH3:22])([CH3:21])[C:14](=[O:20])[N:15]([CH2:18][CH3:19])[C:16]=4[CH:17]=[C:9]3[N:8]=2)=[N:4][NH:5][CH:6]=1.[Cl:24][CH2:25][C:26]([CH3:31])([CH3:30])[C:27](Cl)=[O:28], predict the reaction product.